From a dataset of Forward reaction prediction with 1.9M reactions from USPTO patents (1976-2016). Predict the product of the given reaction. (1) Given the reactants [CH3:1][S:2][C:3]([NH:5][NH2:6])=[S:4].[F:7][C:8]([F:30])([F:29])[O:9][C:10]1[CH:15]=[CH:14][C:13]([N:16]2[CH:20]=[N:19][C:18]([C:21]3[CH:28]=[CH:27][C:24]([CH:25]=O)=[CH:23][CH:22]=3)=[N:17]2)=[CH:12][CH:11]=1, predict the reaction product. The product is: [F:30][C:8]([F:7])([F:29])[O:9][C:10]1[CH:15]=[CH:14][C:13]([N:16]2[CH:20]=[N:19][C:18]([C:21]3[CH:28]=[CH:27][C:24](/[CH:25]=[N:6]/[NH:5][C:3]([S:2][CH3:1])=[S:4])=[CH:23][CH:22]=3)=[N:17]2)=[CH:12][CH:11]=1. (2) Given the reactants [C:1]1([CH2:7][C:8](Cl)=[O:9])[CH:6]=[CH:5][CH:4]=[CH:3][CH:2]=1.Cl.[CH2:12]([O:16][C:17](=[O:21])[CH:18]([CH3:20])[NH2:19])[CH:13]([CH3:15])[CH3:14], predict the reaction product. The product is: [CH2:12]([O:16][C:17](=[O:21])[CH:18]([CH3:20])[NH:19][C:8](=[O:9])[CH2:7][C:1]1[CH:6]=[CH:5][CH:4]=[CH:3][CH:2]=1)[CH:13]([CH3:15])[CH3:14]. (3) Given the reactants [CH3:1][C:2]([O:5][C:6](=[O:30])[CH2:7][N:8]1[C:16]2[C:11](=[C:12]([N+:18]([O-])=O)[CH:13]=[CH:14][C:15]=2Br)[C:10]([O:21][C:22]2[CH:27]=[CH:26][C:25]([Cl:28])=[CH:24][CH:23]=2)=[C:9]1[CH3:29])([CH3:4])[CH3:3].C(N(CC)CC)C, predict the reaction product. The product is: [NH2:18][C:12]1[CH:13]=[CH:14][CH:15]=[C:16]2[C:11]=1[C:10]([O:21][C:22]1[CH:23]=[CH:24][C:25]([Cl:28])=[CH:26][CH:27]=1)=[C:9]([CH3:29])[N:8]2[CH2:7][C:6]([O:5][C:2]([CH3:3])([CH3:4])[CH3:1])=[O:30]. (4) Given the reactants [C:1]([O:5][CH3:6])(=[O:4])[CH:2]=[CH2:3].[CH2:7]([NH2:11])[CH2:8][CH2:9][CH3:10], predict the reaction product. The product is: [CH2:7]([N:11]([CH2:3][CH2:2][C:1]([O:5][CH3:6])=[O:4])[CH2:3][CH2:2][C:1]([O:5][CH3:6])=[O:4])[CH2:8][CH2:9][CH3:10]. (5) Given the reactants [CH3:1][CH:2]([O:4][C@H:5]1[CH2:10][CH2:9][C@H:8]([N:11]2[CH2:16][CH2:15][CH:14]([NH:17]C(=O)OC(C)(C)C)[CH2:13][CH2:12]2)[CH2:7][CH2:6]1)[CH3:3].[ClH:25].O1CCOCC1, predict the reaction product. The product is: [ClH:25].[ClH:25].[CH3:3][CH:2]([O:4][C@H:5]1[CH2:6][CH2:7][C@H:8]([N:11]2[CH2:12][CH2:13][CH:14]([NH2:17])[CH2:15][CH2:16]2)[CH2:9][CH2:10]1)[CH3:1].